This data is from Reaction yield outcomes from USPTO patents with 853,638 reactions. The task is: Predict the reaction yield, written as a fraction of the theoretical maximum amount of product (1.0 means a 100% yield; for example, 0.34 means a 34% yield). The reactants are [Br:1][C:2]1[CH:3]=[N:4][C:5]([O:8][C:9]2[CH:10]=[C:11]([CH2:15]O)[CH:12]=[CH:13][CH:14]=2)=[N:6][CH:7]=1.S(Cl)([Cl:19])=O.C1(C)C=CC=CC=1. The catalyst is ClCCl. The product is [Br:1][C:2]1[CH:3]=[N:4][C:5]([O:8][C:9]2[CH:14]=[CH:13][CH:12]=[C:11]([CH2:15][Cl:19])[CH:10]=2)=[N:6][CH:7]=1. The yield is 0.970.